Dataset: Forward reaction prediction with 1.9M reactions from USPTO patents (1976-2016). Task: Predict the product of the given reaction. (1) Given the reactants [F:1][C:2]1[CH:3]=[CH:4][C:5]([N+:9]([O-:11])=[O:10])=[C:6]([OH:8])[CH:7]=1.C([O-])([O-])=O.[K+].[K+].[CH2:18](I)[CH:19]([CH3:21])[CH3:20], predict the reaction product. The product is: [F:1][C:2]1[CH:3]=[CH:4][C:5]([N+:9]([O-:11])=[O:10])=[C:6]([O:8][CH2:18][CH:19]([CH3:21])[CH3:20])[CH:7]=1. (2) Given the reactants [C:1]([O:5][C@@H:6]([C:12]1[C:21]([CH3:22])=[CH:20][C:19]2[C:14](=[CH:15][CH:16]=[C:17](B3OC(C)(C)C(C)(C)O3)[CH:18]=2)[C:13]=1[C:32]1[CH:37]=[CH:36][C:35]([Cl:38])=[CH:34][CH:33]=1)[C:7]([O:9][CH2:10][CH3:11])=[O:8])([CH3:4])([CH3:3])[CH3:2].Br[C:40]1[N:45]=[CH:44][CH:43]=[CH:42][N:41]=1.C([O-])([O-])=O.[K+].[K+], predict the reaction product. The product is: [C:1]([O:5][C@@H:6]([C:12]1[C:21]([CH3:22])=[CH:20][C:19]2[C:14](=[CH:15][CH:16]=[C:17]([C:40]3[N:45]=[CH:44][CH:43]=[CH:42][N:41]=3)[CH:18]=2)[C:13]=1[C:32]1[CH:33]=[CH:34][C:35]([Cl:38])=[CH:36][CH:37]=1)[C:7]([O:9][CH2:10][CH3:11])=[O:8])([CH3:2])([CH3:3])[CH3:4].